This data is from Full USPTO retrosynthesis dataset with 1.9M reactions from patents (1976-2016). The task is: Predict the reactants needed to synthesize the given product. (1) Given the product [Cl:8][C:4]1[CH:5]=[CH:6][CH:7]=[C:2]([Cl:1])[C:3]=1[C:9]1[NH:10][C:11]2[CH:17]=[C:16]([C:18]([Cl:25])=[O:19])[C:15]([F:21])=[C:14]([F:22])[C:12]=2[N:13]=1, predict the reactants needed to synthesize it. The reactants are: [Cl:1][C:2]1[CH:7]=[CH:6][CH:5]=[C:4]([Cl:8])[C:3]=1[C:9]1[NH:10][C:11]2[CH:17]=[C:16]([C:18](O)=[O:19])[C:15]([F:21])=[C:14]([F:22])[C:12]=2[N:13]=1.O=S(Cl)[Cl:25]. (2) Given the product [Cl:17][C:18]1[CH:44]=[CH:43][C:21]([CH2:22][NH:23][C:24]([C:26]2[C:27](=[O:42])[C:28]3[CH:35]=[C:34]([CH2:36][N:37]([CH2:38][CH:39]([OH:41])[CH3:40])[CH3:3])[O:33][C:29]=3[N:30]([CH3:32])[CH:31]=2)=[O:25])=[CH:20][CH:19]=1, predict the reactants needed to synthesize it. The reactants are: C=O.[C:3](O[BH-](OC(=O)C)OC(=O)C)(=O)C.[Na+].[Cl:17][C:18]1[CH:44]=[CH:43][C:21]([CH2:22][NH:23][C:24]([C:26]2[C:27](=[O:42])[C:28]3[CH:35]=[C:34]([CH2:36][NH:37][CH2:38][CH:39]([OH:41])[CH3:40])[O:33][C:29]=3[N:30]([CH3:32])[CH:31]=2)=[O:25])=[CH:20][CH:19]=1.C(=O)(O)[O-].[Na+]. (3) Given the product [CH3:1][CH2:2][CH2:3][CH2:4][C:5]1[N:9]([CH2:10][C:11]2[CH:16]=[CH:15][C:14]([C:17]3[CH:18]=[CH:19][CH:20]=[CH:21][C:22]=3[C:23]3[N:27]=[N:26][N-:25][N:24]=3)=[CH:13][CH:12]=2)[C:8]([CH2:47][OH:48])=[C:7]([Cl:49])[N:6]=1.[K+:51], predict the reactants needed to synthesize it. The reactants are: [CH3:1][CH2:2][CH2:3][CH2:4][C:5]1[N:9]([CH2:10][C:11]2[CH:16]=[CH:15][C:14]([C:17]3[C:22]([C:23]4[N:27]=[N:26][N:25](C(C5C=CC=CC=5)(C5C=CC=CC=5)C5C=CC=CC=5)[N:24]=4)=[CH:21][CH:20]=[CH:19][CH:18]=3)=[CH:13][CH:12]=2)[C:8]([CH2:47][OH:48])=[C:7]([Cl:49])[N:6]=1.[OH-].[K+:51]. (4) Given the product [CH2:21]([N:17]1[C:18]2[C:14](=[CH:13][C:12]([C:9]3[CH:8]=[CH:7][C:6]([O:5][CH2:4][C:3]([OH:30])=[O:2])=[CH:11][CH:10]=3)=[CH:20][CH:19]=2)[C:15]([CH3:29])=[C:16]1[CH3:28])[C:22]1[CH:23]=[CH:24][CH:25]=[CH:26][CH:27]=1, predict the reactants needed to synthesize it. The reactants are: C[O:2][C:3](=[O:30])[CH2:4][O:5][C:6]1[CH:11]=[CH:10][C:9]([C:12]2[CH:13]=[C:14]3[C:18](=[CH:19][CH:20]=2)[N:17]([CH2:21][C:22]2[CH:27]=[CH:26][CH:25]=[CH:24][CH:23]=2)[C:16]([CH3:28])=[C:15]3[CH3:29])=[CH:8][CH:7]=1.[OH-].[K+]. (5) Given the product [CH2:11]([O:10][C:9]1[CH:8]=[C:7]([CH2:13][OH:18])[N:6]=[N:5][C:4]=1[O:3][CH2:1][CH3:2])[CH3:12], predict the reactants needed to synthesize it. The reactants are: [CH2:1]([O:3][C:4]1[N:5]=[N+:6]([O-])[C:7]([CH3:13])=[CH:8][C:9]=1[O:10][CH2:11][CH3:12])[CH3:2].FC(F)(F)C(OC(=O)C(F)(F)F)=[O:18].